From a dataset of Reaction yield outcomes from USPTO patents with 853,638 reactions. Predict the reaction yield, written as a fraction of the theoretical maximum amount of product (1.0 means a 100% yield; for example, 0.34 means a 34% yield). The reactants are [NH2:1][C:2]1[CH:7]=[C:6]([N+:8]([O-:10])=[O:9])[CH:5]=[CH:4][N:3]=1.[C:11](OC(=O)C)(=[O:13])[CH3:12].O. The catalyst is N1C=CC=CC=1. The product is [N+:8]([C:6]1[CH:5]=[CH:4][N:3]=[C:2]([NH:1][C:11](=[O:13])[CH3:12])[CH:7]=1)([O-:10])=[O:9]. The yield is 0.990.